From a dataset of Forward reaction prediction with 1.9M reactions from USPTO patents (1976-2016). Predict the product of the given reaction. (1) Given the reactants [O:1]=[C:2]1[CH2:10][C:9]2[C:4](=[CH:5][CH:6]=[C:7]([C:11]([O:13]C)=[O:12])[CH:8]=2)[NH:3]1.[OH-].[Na+].C(=O)=O.Cl[C:21]1[C:22]2[CH2:35][CH2:34][CH2:33][C:23]=2[N:24]=[C:25]([C:27]2[S:28][C:29]([Cl:32])=[CH:30][CH:31]=2)[N:26]=1.C1C=CC(P(C2C(C3C(P(C4C=CC=CC=4)C4C=CC=CC=4)=CC=C4C=3C=CC=C4)=C3C(C=CC=C3)=CC=2)C2C=CC=CC=2)=CC=1.C(=O)([O-])[O-:83].[Cs+].[Cs+], predict the reaction product. The product is: [C:2]([CH2:10][C:9]1[CH:8]=[C:7]([CH:6]=[CH:5][C:4]=1[NH:3][C:21]1[C:22]2[CH2:35][CH2:34][CH2:33][C:23]=2[N:24]=[C:25]([C:27]2[S:28][C:29]([Cl:32])=[CH:30][CH:31]=2)[N:26]=1)[C:11]([OH:13])=[O:12])([OH:1])=[O:83]. (2) Given the reactants [NH2:1][C@@H:2]1[CH2:7][CH2:6][C@H:5]([N:8]2[C:13](=[O:14])[C:12]3[CH:15]=[C:16]([F:19])[CH:17]=[N:18][C:11]=3[N:10]([C:20]3[CH:25]=[C:24]([CH3:26])[CH:23]=[C:22]([Br:27])[CH:21]=3)[C:9]2=[O:28])[CH2:4][CH2:3]1.[F:29][C:30]1[CH:31]=[CH:32][C:33]2[N:34]([CH:36]=[C:37]([C:39](O)=[O:40])[N:38]=2)[CH:35]=1, predict the reaction product. The product is: [Br:27][C:22]1[CH:21]=[C:20]([N:10]2[C:11]3[N:18]=[CH:17][C:16]([F:19])=[CH:15][C:12]=3[C:13](=[O:14])[N:8]([C@@H:5]3[CH2:6][CH2:7][C@H:2]([NH:1][C:39]([C:37]4[N:38]=[C:33]5[CH:32]=[CH:31][C:30]([F:29])=[CH:35][N:34]5[CH:36]=4)=[O:40])[CH2:3][CH2:4]3)[C:9]2=[O:28])[CH:25]=[C:24]([CH3:26])[CH:23]=1. (3) Given the reactants [CH3:1][O:2][C:3]1[CH:4]=[C:5]([NH:11][C:12]2[N:13]=[CH:14][C:15]3[CH2:21][C:20](=[O:22])[NH:19][C:18]4[CH:23]=[C:24]([C:27](O)=[O:28])[CH:25]=[CH:26][C:17]=4[C:16]=3[N:30]=2)[CH:6]=[CH:7][C:8]=1[O:9][CH3:10].C(OC(=O)NCCNC(C1C=C[C:46]2[C:52]3[N:53]=C(NC4C=CC(OC)=C(OC)C=4)N=CC=3CC(=O)[NH:48][C:47]=2C=1)=O)(C)(C)C, predict the reaction product. The product is: [NH2:48][CH2:47][CH2:46][CH2:52][NH:53][C:27]([C:24]1[CH:25]=[CH:26][C:17]2[C:16]3[N:30]=[C:12]([NH:11][C:5]4[CH:6]=[CH:7][C:8]([O:9][CH3:10])=[C:3]([O:2][CH3:1])[CH:4]=4)[N:13]=[CH:14][C:15]=3[CH2:21][C:20](=[O:22])[NH:19][C:18]=2[CH:23]=1)=[O:28]. (4) Given the reactants Br[C:2]1[CH:3]=[C:4]2[C:8](=[CH:9][CH:10]=1)[NH:7][N:6]=[C:5]2/[CH:11]=[CH:12]/[C:13]1[CH:14]=[N:15][CH:16]=[CH:17][C:18]=1[NH:19][C:20]([O:22][C:23]([CH3:26])([CH3:25])[CH3:24])=[O:21].[H-].[Na+].C([Li])CCC.CN(C)[CH:36]=[O:37], predict the reaction product. The product is: [C:23]([O:22][C:20]([NH:19][C:18]1[CH:17]=[CH:16][N:15]=[CH:14][C:13]=1/[CH:12]=[CH:11]/[C:5]1[C:4]2[C:8](=[CH:9][CH:10]=[C:2]([CH:36]=[O:37])[CH:3]=2)[NH:7][N:6]=1)=[O:21])([CH3:26])([CH3:25])[CH3:24]. (5) Given the reactants [C:1]1([CH2:11][C:12]([OH:14])=O)[C:10]2[C:5](=[CH:6][CH:7]=[CH:8][CH:9]=2)[CH:4]=[CH:3][CH:2]=1.C(Cl)(=O)C(Cl)=O.Cl.[F:22][C:23]1[CH:28]=[CH:27][C:26]([CH:29]([OH:43])[CH:30]([NH2:42])[CH2:31][C:32]2[CH:37]=[CH:36][C:35]([C:38]([F:41])([F:40])[F:39])=[CH:34][CH:33]=2)=[CH:25][CH:24]=1.C(=O)([O-])O.[Na+], predict the reaction product. The product is: [F:22][C:23]1[CH:24]=[CH:25][C:26]([CH:29]([OH:43])[CH:30]([NH:42][C:12](=[O:14])[CH2:11][C:1]2[C:10]3[C:5](=[CH:6][CH:7]=[CH:8][CH:9]=3)[CH:4]=[CH:3][CH:2]=2)[CH2:31][C:32]2[CH:37]=[CH:36][C:35]([C:38]([F:41])([F:40])[F:39])=[CH:34][CH:33]=2)=[CH:27][CH:28]=1. (6) Given the reactants [Cl:1][C:2]1[CH:6]=[CH:5][NH:4][C:3]=1[C:7]([O:9][CH3:10])=[O:8].Cl[Sn]Cl.O.[CH3:15][CH2:16][O:17]C(C)=O, predict the reaction product. The product is: [C:16]([C:6]1[C:2]([Cl:1])=[C:3]([C:7]([O:9][CH3:10])=[O:8])[NH:4][CH:5]=1)(=[O:17])[CH3:15]. (7) Given the reactants [N:1]1([CH2:6][CH2:7][CH2:8][O:9][C:10]2[CH:15]=[CH:14][C:13]([C:16]3([CH2:22][N:23]4[CH2:28][CH2:27][NH:26][CH2:25][CH2:24]4)[CH2:21][CH2:20][O:19][CH2:18][CH2:17]3)=[CH:12][CH:11]=2)[CH2:5][CH2:4][CH2:3][CH2:2]1.[CH3:29][C:30]([CH3:32])=O, predict the reaction product. The product is: [CH:30]([N:26]1[CH2:25][CH2:24][N:23]([CH2:22][C:16]2([C:13]3[CH:14]=[CH:15][C:10]([O:9][CH2:8][CH2:7][CH2:6][N:1]4[CH2:5][CH2:4][CH2:3][CH2:2]4)=[CH:11][CH:12]=3)[CH2:17][CH2:18][O:19][CH2:20][CH2:21]2)[CH2:28][CH2:27]1)([CH3:32])[CH3:29].